This data is from Reaction yield outcomes from USPTO patents with 853,638 reactions. The task is: Predict the reaction yield, written as a fraction of the theoretical maximum amount of product (1.0 means a 100% yield; for example, 0.34 means a 34% yield). (1) The reactants are [C:1]1(CC(O)=O)[C:14]2[C:15]3=[C:16]4[C:11](=[CH:12][CH:13]=2)[CH:10]=[CH:9][CH:8]=[C:7]4[CH:6]=[CH:5][C:4]3=[CH:3][CH:2]=1.CN(C)CCCN=C=NCC.ON1C(=O)CCC1=O.C(OCC)(=O)C. The catalyst is C1COCC1. The product is [CH:8]1[C:7]2[C:16]3=[C:15]4[C:4](=[CH:5][CH:6]=2)[CH:3]=[CH:2][CH:1]=[C:14]4[CH:13]=[CH:12][C:11]3=[CH:10][CH:9]=1. The yield is 0.830. (2) The reactants are [Br:1][C:2]1[CH:3]=[C:4]2[C:10]([C:11]([N:13]([O:15][CH3:16])[CH3:14])=[O:12])=[N:9][NH:8][C:5]2=[N:6][CH:7]=1.[O:17]1[CH:22]=[CH:21][CH2:20][CH2:19][CH2:18]1.CC1C=CC(S([O-])(=O)=O)=CC=1.C1C=C[NH+]=CC=1. The catalyst is C(Cl)Cl. The product is [Br:1][C:2]1[CH:3]=[C:4]2[C:10]([C:11]([N:13]([O:15][CH3:16])[CH3:14])=[O:12])=[N:9][N:8]([CH:18]3[CH2:19][CH2:20][CH2:21][CH2:22][O:17]3)[C:5]2=[N:6][CH:7]=1. The yield is 0.930.